Dataset: Blood-brain barrier penetration binary classification data from Martins et al.. Task: Regression/Classification. Given a drug SMILES string, predict its absorption, distribution, metabolism, or excretion properties. Task type varies by dataset: regression for continuous measurements (e.g., permeability, clearance, half-life) or binary classification for categorical outcomes (e.g., BBB penetration, CYP inhibition). Dataset: bbb_martins. (1) The compound is NC(=O)c1cccnc1. The result is 1 (penetrates BBB). (2) The compound is CN(C)CCC=C1c2ccccc2CCc2ccccc21. The result is 1 (penetrates BBB). (3) The compound is Cc1ccc2c(c1)C(N1CCN(C)CC1)=Nc1ccccc1S2. The result is 1 (penetrates BBB). (4) The drug is COc1ccc2c(c1OC)[C@]13CCN(C)[C@H](C2)[C@]1(O)CC[C@@H](O)C3. The result is 1 (penetrates BBB). (5) The compound is Cc1nc2ccccc2c(=O)n1-c1ccccc1Cl. The result is 1 (penetrates BBB). (6) The drug is CC(=O)OCC(=O)[C@@]1(OC(C)=O)[C@@H](C)C[C@H]2[C@@H]3C[C@H](F)C4=CC(=O)C=C[C@]4(C)[C@@]3(F)[C@@H](O)C[C@@]21C. The result is 1 (penetrates BBB). (7) The compound is CC1(C)OC(=O)NC1=O. The result is 1 (penetrates BBB).